Task: Predict the reactants needed to synthesize the given product.. Dataset: Full USPTO retrosynthesis dataset with 1.9M reactions from patents (1976-2016) Given the product [CH3:23][O:22][C:20]([C:19]1[C:24]([Br:27])=[CH:25][N:26]2[CH:2]=[C:3]([C:5]3[CH:10]=[CH:9][CH:8]=[CH:7][CH:6]=3)[N:16]=[C:17]2[CH:18]=1)=[O:21], predict the reactants needed to synthesize it. The reactants are: Br[CH2:2][C:3]([C:5]1[CH:10]=[CH:9][CH:8]=[CH:7][CH:6]=1)=O.C([O-])(O)=O.[Na+].[NH2:16][C:17]1[CH:18]=[C:19]([C:24]([Br:27])=[CH:25][N:26]=1)[C:20]([O:22][CH3:23])=[O:21].O.